Dataset: CYP1A2 inhibition data for predicting drug metabolism from PubChem BioAssay. Task: Regression/Classification. Given a drug SMILES string, predict its absorption, distribution, metabolism, or excretion properties. Task type varies by dataset: regression for continuous measurements (e.g., permeability, clearance, half-life) or binary classification for categorical outcomes (e.g., BBB penetration, CYP inhibition). Dataset: cyp1a2_veith. (1) The compound is Cn1nc(-c2ccccc2)c(C(=O)Nc2ccc(Cl)cc2)c1Cl. The result is 1 (inhibitor). (2) The drug is COc1ccc(CNc2ccnc(-c3ccccc3C(F)(F)F)n2)c(OC)c1. The result is 1 (inhibitor). (3) The drug is CC1CN/C(=C\C(=O)c2ccccc2)C(=O)N1. The result is 1 (inhibitor). (4) The drug is C[C@]1(CO)[C@H]2CC[C@H]3C[C@H]4C[C@@]3(CC[C@]4(O)COC(=O)CN)[C@]2(C)CC[C@H]1O. The result is 0 (non-inhibitor). (5) The compound is N#Cc1cccc(NC(=O)N2CC[C@@]3(CCCN(C(=O)c4cccc(F)c4)C3)C2)c1. The result is 0 (non-inhibitor). (6) The compound is Ic1cncc(OC[C@@H]2CCN2)c1. The result is 1 (inhibitor). (7) The molecule is O=C(c1ccc(Oc2ccc(C(F)(F)F)cn2)cc1)N1CCN(c2ccccc2)CC1. The result is 0 (non-inhibitor).